Predict which catalyst facilitates the given reaction. From a dataset of Catalyst prediction with 721,799 reactions and 888 catalyst types from USPTO. (1) Reactant: F[C:2]1[CH:7]=[C:6]([N+:8]([O-:10])=[O:9])[CH:5]=[C:4]([I:11])[CH:3]=1.[NH:12]1[CH2:17][CH2:16][O:15][CH2:14][CH2:13]1. Product: [I:11][C:4]1[CH:3]=[C:2]([N:12]2[CH2:17][CH2:16][O:15][CH2:14][CH2:13]2)[CH:7]=[C:6]([N+:8]([O-:10])=[O:9])[CH:5]=1. The catalyst class is: 16. (2) Reactant: [CH:1]1([N:6]2[CH2:11][CH2:10][CH:9]([OH:12])[CH2:8][CH2:7]2)[CH2:5][CH2:4][CH2:3][CH2:2]1.C(N(CC)CC)C.[S:20](Cl)([CH3:23])(=[O:22])=[O:21]. Product: [CH:1]1([N:6]2[CH2:7][CH2:8][CH:9]([O:12][S:20]([CH3:23])(=[O:22])=[O:21])[CH2:10][CH2:11]2)[CH2:5][CH2:4][CH2:3][CH2:2]1. The catalyst class is: 2. (3) Reactant: [Br:1][C:2]1[S:3][C:4]([CH:7]=[O:8])=[CH:5][N:6]=1.C(=O)([O-])[O-].[K+].[K+].[F:15][C:16]([Si](C)(C)C)([F:18])[F:17]. Product: [Br:1][C:2]1[S:3][C:4]([CH:7]([OH:8])[C:16]([F:18])([F:17])[F:15])=[CH:5][N:6]=1. The catalyst class is: 9. (4) Reactant: [C:1]([O:5][C:6]([NH:8][CH2:9][CH2:10][O:11][C:12]1[CH:17]=[CH:16][C:15]([CH2:18][CH:19]([OH:24])[C:20]([O:22][CH3:23])=[O:21])=[CH:14][CH:13]=1)=[O:7])([CH3:4])([CH3:3])[CH3:2].O[C:26]1[CH:27]=[N:28][CH:29]=[CH:30][CH:31]=1.C1(P(C2C=CC=CC=2)C2C=CC=CC=2)C=CC=CC=1.CCOC(/N=N/C(OCC)=O)=O. Product: [C:1]([O:5][C:6]([NH:8][CH2:9][CH2:10][O:11][C:12]1[CH:13]=[CH:14][C:15]([CH2:18][CH:19]([O:24][C:26]2[CH:27]=[N:28][CH:29]=[CH:30][CH:31]=2)[C:20]([O:22][CH3:23])=[O:21])=[CH:16][CH:17]=1)=[O:7])([CH3:3])([CH3:4])[CH3:2]. The catalyst class is: 11. (5) Reactant: [Cl:1][C:2]1[CH:3]=[C:4]([NH:16][C:17]2[N:22]=[CH:21][N:20]=[C:19]3[NH:23][N:24]=[C:25]([O:26][CH2:27][CH2:28][N:29]4C(=O)C5C(=CC=CC=5)C4=O)[C:18]=23)[CH:5]=[CH:6][C:7]=1[O:8][CH2:9][C:10]1[CH:15]=[CH:14][CH:13]=[CH:12][N:11]=1.O.NN. Product: [NH2:29][CH2:28][CH2:27][O:26][C:25]1[C:18]2[C:19](=[N:20][CH:21]=[N:22][C:17]=2[NH:16][C:4]2[CH:5]=[CH:6][C:7]([O:8][CH2:9][C:10]3[CH:15]=[CH:14][CH:13]=[CH:12][N:11]=3)=[C:2]([Cl:1])[CH:3]=2)[NH:23][N:24]=1. The catalyst class is: 8. (6) Reactant: Cl[C:2](=[O:7])[C:3]([O:5][CH3:6])=[O:4].[NH2:8][C:9]1[CH:14]=[CH:13][C:12]([C@H:15]2[CH2:20][CH2:19][C@H:18]([O:21][CH2:22][CH2:23][C:24]([O:26][CH3:27])=[O:25])[CH2:17][CH2:16]2)=[CH:11][CH:10]=1.C(N(C(C)C)CC)(C)C.O. Product: [CH3:6][O:5][C:3]([C:2]([NH:8][C:9]1[CH:10]=[CH:11][C:12]([C@H:15]2[CH2:16][CH2:17][C@H:18]([O:21][CH2:22][CH2:23][C:24]([O:26][CH3:27])=[O:25])[CH2:19][CH2:20]2)=[CH:13][CH:14]=1)=[O:7])=[O:4]. The catalyst class is: 2. (7) Reactant: [C:1](O[K])(C)(C)[CH3:2].[C:7]([N:14]1[CH2:19][CH2:18][C:17](=[O:20])[CH2:16][CH2:15]1)([O:9][C:10]([CH3:13])([CH3:12])[CH3:11])=[O:8].[I-].ClCC[S+](C)C.O. Product: [C:10]([O:9][C:7]([N:14]1[CH2:19][CH2:18][C:17](=[O:20])[C:16]2([CH2:2][CH2:1]2)[CH2:15]1)=[O:8])([CH3:13])([CH3:12])[CH3:11]. The catalyst class is: 218. (8) Reactant: C=CC1C=CC=CC=1.[C:9]1([P:15]([C:22]2[CH:27]=[CH:26][CH:25]=[CH:24][CH:23]=2)[C:16]2[CH:21]=[CH:20][CH:19]=[CH:18][CH:17]=2)[CH:14]=[CH:13][CH:12]=[CH:11][CH:10]=1.[CH2:28]([S:34][S:35][CH2:36][C@H:37]([NH2:41])[C:38]([OH:40])=[O:39])[C@H:29]([NH2:33])[C:30]([OH:32])=[O:31]. Product: [C:22]1([P:15]([C:9]2[CH:10]=[CH:11][CH:12]=[CH:13][CH:14]=2)[C:16]2[CH:21]=[CH:20][CH:19]=[CH:18][CH:17]=2)[CH:23]=[CH:24][CH:25]=[CH:26][CH:27]=1.[CH2:28]([S:34][S:35][CH2:36][C@H:37]([NH2:41])[C:38]([OH:40])=[O:39])[C@H:29]([NH2:33])[C:30]([OH:32])=[O:31]. The catalyst class is: 605.